Dataset: Forward reaction prediction with 1.9M reactions from USPTO patents (1976-2016). Task: Predict the product of the given reaction. (1) Given the reactants [CH2:1]([O:3][C:4](=[O:17])[CH2:5][NH:6][C:7]1[CH:8]=[CH:9][CH:10]=[C:11]2[C:16]=1[CH2:15][NH:14][CH2:13][CH2:12]2)[CH3:2].[C:18]([O:22][C:23](O[C:23]([O:22][C:18]([CH3:21])([CH3:20])[CH3:19])=[O:24])=[O:24])([CH3:21])([CH3:20])[CH3:19], predict the reaction product. The product is: [C:18]([O:22][C:23]([N:14]1[CH2:13][CH2:12][C:11]2[C:16](=[C:7]([NH:6][CH2:5][C:4]([O:3][CH2:1][CH3:2])=[O:17])[CH:8]=[CH:9][CH:10]=2)[CH2:15]1)=[O:24])([CH3:21])([CH3:20])[CH3:19]. (2) Given the reactants CS([C:5]1[N:10]=[C:9]([C:11]2[N:15]3[CH:16]=[CH:17][CH:18]=[CH:19][C:14]3=[N:13][C:12]=2[C:20]2[CH:25]=[CH:24][CH:23]=[C:22]([CH3:26])[N:21]=2)[CH:8]=[CH:7][N:6]=1)(=O)=O.[N:27]1[CH:32]=[CH:31][C:30](NCC)=[CH:29][CH:28]=1.[CH3:36][C:37]#[N:38], predict the reaction product. The product is: [CH3:26][C:22]1[N:21]=[C:20]([C:12]2[N:13]=[C:14]3[CH:19]=[CH:18][CH:17]=[CH:16][N:15]3[C:11]=2[C:9]2[CH:8]=[CH:7][N:6]=[C:5]([NH:38][CH2:37][CH2:36][C:30]3[CH:29]=[CH:28][N:27]=[CH:32][CH:31]=3)[N:10]=2)[CH:25]=[CH:24][CH:23]=1.